From a dataset of Catalyst prediction with 721,799 reactions and 888 catalyst types from USPTO. Predict which catalyst facilitates the given reaction. (1) Reactant: [CH2:1]([O:3][C:4]([C@@H:6]1[CH2:11][C:10](=[O:12])[CH:9]=[CH:8][N:7]1[C:13]1[CH:18]=[CH:17][C:16]([O:19][CH3:20])=[CH:15][CH:14]=1)=[O:5])[CH3:2].CCC(C)[BH-](C(C)CC)C(C)CC.[Li+].C1C=CC(N([S:42]([C:45]([F:48])([F:47])[F:46])(=[O:44])=[O:43])[S:42]([C:45]([F:48])([F:47])[F:46])(=[O:44])=[O:43])=CC=1. Product: [CH2:1]([O:3][C:4]([C@@H:6]1[CH2:11][C:10]([O:12][S:42]([C:45]([F:48])([F:47])[F:46])(=[O:44])=[O:43])=[CH:9][CH2:8][N:7]1[C:13]1[CH:14]=[CH:15][C:16]([O:19][CH3:20])=[CH:17][CH:18]=1)=[O:5])[CH3:2]. The catalyst class is: 7. (2) Reactant: [Cl:1][C:2]1[CH:3]=[C:4]([C:8]2[C:17]3[C:12](=[CH:13][CH:14]=[C:15]([CH:18]([C:25]4[CH:30]=[CH:29][C:28]([Cl:31])=[CH:27][CH:26]=4)[C:19]4[N:23]([CH3:24])[CH:22]=[N:21][N:20]=4)[CH:16]=3)[N:11]([CH3:32])[C:10](=[O:33])[CH:9]=2)[CH:5]=[CH:6][CH:7]=1.CC([OH:38])(C)C.[K].O. Product: [Cl:1][C:2]1[CH:3]=[C:4]([C:8]2[C:17]3[C:12](=[CH:13][CH:14]=[C:15]([C:18]([C:25]4[CH:26]=[CH:27][C:28]([Cl:31])=[CH:29][CH:30]=4)([OH:38])[C:19]4[N:23]([CH3:24])[CH:22]=[N:21][N:20]=4)[CH:16]=3)[N:11]([CH3:32])[C:10](=[O:33])[CH:9]=2)[CH:5]=[CH:6][CH:7]=1. The catalyst class is: 9. (3) Reactant: [Br:1]N1C(=O)CCC1=O.[C:9]([C:11]1[C:20]2[C:15](=[CH:16][CH:17]=[CH:18][CH:19]=2)[C:14]([N:21]2[CH:25]=[CH:24][N:23]=[C:22]2[S:26][CH2:27][C:28]([O:30][CH2:31][CH3:32])=[O:29])=[CH:13][CH:12]=1)#[N:10]. Product: [Br:1][C:25]1[N:21]([C:14]2[C:15]3[C:20](=[CH:19][CH:18]=[CH:17][CH:16]=3)[C:11]([C:9]#[N:10])=[CH:12][CH:13]=2)[C:22]([S:26][CH2:27][C:28]([O:30][CH2:31][CH3:32])=[O:29])=[N:23][CH:24]=1. The catalyst class is: 4. (4) Reactant: [Cl:1][C:2]1[CH:3]=[C:4]([C:12]2[O:16][N:15]=[C:14]([C:17]3[C:18]([CH3:24])=[C:19]([OH:23])[CH:20]=[CH:21][CH:22]=3)[N:13]=2)[CH:5]=[N:6][C:7]=1[O:8][CH:9]([CH3:11])[CH3:10].C1C=CC(P(C2C=CC=CC=2)C2C=CC=CC=2)=CC=1.CC(OC(/N=N/C(OC(C)C)=O)=O)C.O[CH2:59][C:60]([O:62][CH2:63][CH3:64])=[O:61]. Product: [Cl:1][C:2]1[CH:3]=[C:4]([C:12]2[O:16][N:15]=[C:14]([C:17]3[C:18]([CH3:24])=[C:19]([O:23][CH2:59][C:60]([O:62][CH2:63][CH3:64])=[O:61])[CH:20]=[CH:21][CH:22]=3)[N:13]=2)[CH:5]=[N:6][C:7]=1[O:8][CH:9]([CH3:11])[CH3:10]. The catalyst class is: 7. (5) Reactant: CN(C)[CH:3]=[O:4].P(Cl)(Cl)(Cl)=O.[CH2:11]([C:13]1[C:17]([CH2:18][CH3:19])=[CH:16][NH:15][CH:14]=1)[CH3:12].C([O-])(=O)C.[Na+].N1C=CC=C1. Product: [CH2:11]([C:13]1[C:17]([CH2:18][CH3:19])=[CH:16][NH:15][C:14]=1[CH:3]=[O:4])[CH3:12]. The catalyst class is: 701. (6) Reactant: [Cl:1][C:2]1[CH:3]=[C:4]([CH:20]=[C:21]([Cl:23])[CH:22]=1)[CH2:5][C:6]1[C:7]([CH3:19])=[N:8][C:9]2[N:10]([N:13]=[CH:14][C:15]=2[C:16]([OH:18])=O)[C:11]=1[CH3:12].Cl.[NH2:25][CH2:26][CH2:27][C:28]([NH2:30])=[O:29].CN(C(ON1N=NC2C=CC=CC1=2)=[N+](C)C)C.[B-](F)(F)(F)F.C(N(CC)CC)C. Product: [NH2:30][C:28](=[O:29])[CH2:27][CH2:26][NH:25][C:16]([C:15]1[CH:14]=[N:13][N:10]2[C:11]([CH3:12])=[C:6]([CH2:5][C:4]3[CH:20]=[C:21]([Cl:23])[CH:22]=[C:2]([Cl:1])[CH:3]=3)[C:7]([CH3:19])=[N:8][C:9]=12)=[O:18]. The catalyst class is: 3. (7) Reactant: C[O:2][C:3](=[O:32])[C:4]1[CH:9]=[CH:8][CH:7]=[C:6]([CH2:10][N:11]2[C:19]3[C:14](=[CH:15][CH:16]=[CH:17][CH:18]=3)[C:13](=[C:20]([C:24]3[CH:29]=[CH:28][C:27]([Cl:30])=[CH:26][CH:25]=3)[CH:21]([CH3:23])[CH3:22])[C:12]2=[O:31])[CH:5]=1.[OH-].[Li+]. Product: [Cl:30][C:27]1[CH:26]=[CH:25][C:24]([C:20](=[C:13]2[C:14]3[C:19](=[CH:18][CH:17]=[CH:16][CH:15]=3)[N:11]([CH2:10][C:6]3[CH:5]=[C:4]([CH:9]=[CH:8][CH:7]=3)[C:3]([OH:32])=[O:2])[C:12]2=[O:31])[CH:21]([CH3:23])[CH3:22])=[CH:29][CH:28]=1. The catalyst class is: 20. (8) Reactant: [C:9](O[C:9]([O:11][C:12]([CH3:15])([CH3:14])[CH3:13])=[O:10])([O:11][C:12]([CH3:15])([CH3:14])[CH3:13])=[O:10].[F:16][C:17]1[CH:18]=[C:19]([C@@H:23]2[CH2:27][NH:26][CH2:25][C@H:24]2[NH:28][C:29](=[O:37])[O:30][CH2:31][CH2:32][Si](C)(C)C)[CH:20]=[CH:21][CH:22]=1.[CH3:38]CN(C(C)C)C(C)C. Product: [C:12]([O:11][C:9]([N:26]1[CH2:25][C@@H:24]([NH:28][C:29]([O:30][CH2:31][CH2:32][CH3:38])=[O:37])[C@H:23]([C:19]2[CH:20]=[CH:21][CH:22]=[C:17]([F:16])[CH:18]=2)[CH2:27]1)=[O:10])([CH3:13])([CH3:14])[CH3:15]. The catalyst class is: 2.